From a dataset of Forward reaction prediction with 1.9M reactions from USPTO patents (1976-2016). Predict the product of the given reaction. (1) Given the reactants [CH3:1][S:2]([CH2:5][CH2:6][N:7]1[C:15]2[C:10](=[CH:11][CH:12]=[CH:13][CH:14]=2)[CH:9]=[C:8]1[CH2:16]O)(=[O:4])=[O:3].[NH:18]1[C:22]2=[CH:23][N:24]=[CH:25][CH:26]=[C:21]2[C:20]2([CH2:28][CH2:27]2)[C:19]1=[O:29].C1(P(C2C=CC=CC=2)C2C=CC=CC=2)C=CC=CC=1.N(C(OC(C)C)=O)=NC(OC(C)C)=O, predict the reaction product. The product is: [CH3:1][S:2]([CH2:5][CH2:6][N:7]1[C:15]2[C:10](=[CH:11][CH:12]=[CH:13][CH:14]=2)[CH:9]=[C:8]1[CH2:16][N:18]1[C:22]2=[CH:23][N:24]=[CH:25][CH:26]=[C:21]2[C:20]2([CH2:27][CH2:28]2)[C:19]1=[O:29])(=[O:3])=[O:4]. (2) The product is: [NH2:8][C:5]1[CH:4]=[CH:3][C:2]([Cl:1])=[CH:7][C:6]=1[C:22](=[O:23])[C:21]([F:30])([F:29])[F:20]. Given the reactants [Cl:1][C:2]1[CH:7]=[CH:6][C:5]([NH:8]C(=O)C(C)(C)C)=[CH:4][CH:3]=1.[Li]CCCC.[F:20][C:21]([F:30])([F:29])[C:22](N1C=CN=C1)=[O:23].[Cl-].[NH4+].[OH-].[NH4+], predict the reaction product. (3) Given the reactants [CH2:1]([N:4]1[CH2:7][CH:6]([C:8]2[CH:13]=[CH:12][C:11]([NH2:14])=[CH:10][CH:9]=2)[CH2:5]1)[CH2:2][CH3:3].[F:15][CH2:16][CH2:17][C:18]1[CH:23]=[CH:22][C:21]([S:24](Cl)(=[O:26])=[O:25])=[CH:20][CH:19]=1, predict the reaction product. The product is: [F:15][CH2:16][CH2:17][C:18]1[CH:19]=[CH:20][C:21]([S:24]([NH:14][C:11]2[CH:10]=[CH:9][C:8]([CH:6]3[CH2:5][N:4]([CH2:1][CH2:2][CH3:3])[CH2:7]3)=[CH:13][CH:12]=2)(=[O:26])=[O:25])=[CH:22][CH:23]=1.